Dataset: Forward reaction prediction with 1.9M reactions from USPTO patents (1976-2016). Task: Predict the product of the given reaction. Given the reactants [C:1]([C:3]1([NH2:9])[CH2:8][CH2:7][CH2:6][CH2:5][CH2:4]1)#[CH:2].[C:10](Cl)(=[O:12])[CH3:11], predict the reaction product. The product is: [C:1]([C:3]1([NH:9][C:10](=[O:12])[CH3:11])[CH2:8][CH2:7][CH2:6][CH2:5][CH2:4]1)#[CH:2].